From a dataset of NCI-60 drug combinations with 297,098 pairs across 59 cell lines. Regression. Given two drug SMILES strings and cell line genomic features, predict the synergy score measuring deviation from expected non-interaction effect. (1) Drug 1: CC1=CC2C(CCC3(C2CCC3(C(=O)C)OC(=O)C)C)C4(C1=CC(=O)CC4)C. Drug 2: CC1CCC2CC(C(=CC=CC=CC(CC(C(=O)C(C(C(=CC(C(=O)CC(OC(=O)C3CCCCN3C(=O)C(=O)C1(O2)O)C(C)CC4CCC(C(C4)OC)OCCO)C)C)O)OC)C)C)C)OC. Cell line: NCIH23. Synergy scores: CSS=9.49, Synergy_ZIP=-5.81, Synergy_Bliss=-1.58, Synergy_Loewe=-19.3, Synergy_HSA=-3.85. (2) Drug 1: C1CCC(C1)C(CC#N)N2C=C(C=N2)C3=C4C=CNC4=NC=N3. Drug 2: C(CCl)NC(=O)N(CCCl)N=O. Cell line: HT29. Synergy scores: CSS=-9.48, Synergy_ZIP=3.23, Synergy_Bliss=-3.45, Synergy_Loewe=-10.4, Synergy_HSA=-9.04. (3) Drug 1: CCCCC(=O)OCC(=O)C1(CC(C2=C(C1)C(=C3C(=C2O)C(=O)C4=C(C3=O)C=CC=C4OC)O)OC5CC(C(C(O5)C)O)NC(=O)C(F)(F)F)O. Drug 2: B(C(CC(C)C)NC(=O)C(CC1=CC=CC=C1)NC(=O)C2=NC=CN=C2)(O)O. Cell line: OVCAR-8. Synergy scores: CSS=68.8, Synergy_ZIP=2.45, Synergy_Bliss=3.69, Synergy_Loewe=-18.2, Synergy_HSA=2.30. (4) Drug 1: CC1=C2C(C(=O)C3(C(CC4C(C3C(C(C2(C)C)(CC1OC(=O)C(C(C5=CC=CC=C5)NC(=O)OC(C)(C)C)O)O)OC(=O)C6=CC=CC=C6)(CO4)OC(=O)C)OC)C)OC. Drug 2: C1CCC(C1)C(CC#N)N2C=C(C=N2)C3=C4C=CNC4=NC=N3. Cell line: A498. Synergy scores: CSS=26.0, Synergy_ZIP=-1.33, Synergy_Bliss=-2.92, Synergy_Loewe=-20.9, Synergy_HSA=-2.98.